From a dataset of Forward reaction prediction with 1.9M reactions from USPTO patents (1976-2016). Predict the product of the given reaction. (1) Given the reactants [Br:1][C:2]1[CH:7]=[CH:6][C:5]([CH:8]([C:20]2[CH:25]=[CH:24][CH:23]=[CH:22][C:21]=2[CH3:26])[CH2:9][C:10]([C:12]2[C:17]([Cl:18])=[CH:16][N:15]=[C:14]([F:19])[CH:13]=2)=O)=[CH:4][CH:3]=1.Cl.[NH2:28][OH:29].C([O-])(O)=O.[Na+], predict the reaction product. The product is: [Br:1][C:2]1[CH:7]=[CH:6][C:5]([CH:8]([C:20]2[CH:25]=[CH:24][CH:23]=[CH:22][C:21]=2[CH3:26])[CH2:9][C:10]([C:12]2[C:17]([Cl:18])=[CH:16][N:15]=[C:14]([F:19])[CH:13]=2)=[N:28][OH:29])=[CH:4][CH:3]=1. (2) Given the reactants [N:1]([CH2:4][CH2:5][C@@:6]1([C:19]2[CH:24]=[CH:23][C:22]([F:25])=[CH:21][CH:20]=2)[O:11][C:10](=[O:12])[N:9]([C@H:13]([C:15]([CH3:18])([CH3:17])[CH3:16])[CH3:14])[CH2:8][CH2:7]1)=[N+]=[N-].C1C=CC(P(C2C=CC=CC=2)C2C=CC=CC=2)=CC=1, predict the reaction product. The product is: [NH2:1][CH2:4][CH2:5][C@@:6]1([C:19]2[CH:24]=[CH:23][C:22]([F:25])=[CH:21][CH:20]=2)[O:11][C:10](=[O:12])[N:9]([C@H:13]([C:15]([CH3:18])([CH3:16])[CH3:17])[CH3:14])[CH2:8][CH2:7]1. (3) Given the reactants [H-].[Al+3].[Li+].[H-].[H-].[H-].C([O:9][C:10](=O)[C:11]1[CH:16]=[CH:15][C:14]([C:17]2[CH:22]=[CH:21][C:20]([F:23])=[CH:19][CH:18]=2)=[N:13][C:12]=1[CH3:24])C.[Cl-].[Na+].Cl, predict the reaction product. The product is: [F:23][C:20]1[CH:21]=[CH:22][C:17]([C:14]2[N:13]=[C:12]([CH3:24])[C:11]([CH2:10][OH:9])=[CH:16][CH:15]=2)=[CH:18][CH:19]=1. (4) Given the reactants [CH:1]1([C:6]2[N:7]=[CH:8][N:9]3[C:14](=[O:15])[N:13]=[C:12]([CH2:16]O)[NH:11][C:10]=23)[CH2:5][CH2:4][CH2:3][CH2:2]1.S(Cl)([Cl:20])=O, predict the reaction product. The product is: [Cl:20][CH2:16][C:12]1[NH:11][C:10]2[N:9]([CH:8]=[N:7][C:6]=2[CH:1]2[CH2:5][CH2:4][CH2:3][CH2:2]2)[C:14](=[O:15])[N:13]=1. (5) Given the reactants [Si]([O:8][C@@H:9]1[C@@:26]2([CH3:27])[C:13](=[CH:14][CH:15]=[C:16]3[C@@H:25]2[CH2:24][CH2:23][C@@:21]2([CH3:22])[C@H:17]3[CH2:18][CH:19]=[C:20]2[CH2:28][S:29]/[CH:30]=[CH:31]/[CH2:32][C:33]([O:36][Si](CC)(CC)CC)([CH3:35])[CH3:34])[CH2:12][C@@H:11]([O:44][Si](C(C)(C)C)(C)C)[CH2:10]1)(C(C)(C)C)(C)C.O1CCCC1.[F-].C([N+](CCCC)(CCCC)CCCC)CCC, predict the reaction product. The product is: [OH:8][C@@H:9]1[C@@:26]2([CH3:27])[C:13](=[CH:14][CH:15]=[C:16]3[C@@H:25]2[CH2:24][CH2:23][C@@:21]2([CH3:22])[C@H:17]3[CH2:18][CH:19]=[C:20]2[CH2:28][S:29]/[CH:30]=[CH:31]/[CH2:32][C:33]([OH:36])([CH3:35])[CH3:34])[CH2:12][C@@H:11]([OH:44])[CH2:10]1. (6) Given the reactants [NH2:1][C:2]1[N:21]=[C:20]2[CH:22]=[C:4]([C:5]3[CH:28]=[C:9]([C:10](=[O:27])[NH:11][C@H:12]([C:24]([OH:26])=O)[CH2:13][CH2:14][NH:15][C:16](=[O:23])[CH2:17][CH2:18][S:19]2)[C:8]([CH3:29])=[CH:7][C:6]=3[CH3:30])[N:3]=1.O[N:32]1[C:36]2C=CC=CC=2N=N1.CN.Cl.C(N=C=NCCCN(C)C)C.C(N(C(C)C)CC)(C)C, predict the reaction product. The product is: [CH3:36][NH:32][C:24]([C@H:12]1[NH:11][C:10](=[O:27])[C:9]2=[CH:28][C:5](=[C:6]([CH3:30])[CH:7]=[C:8]2[CH3:29])[C:4]2=[CH:22][C:20](=[N:21][C:2]([NH2:1])=[N:3]2)[S:19][CH2:18][CH2:17][C:16](=[O:23])[NH:15][CH2:14][CH2:13]1)=[O:26].